Predict the reaction yield, written as a fraction of the theoretical maximum amount of product (1.0 means a 100% yield; for example, 0.34 means a 34% yield). From a dataset of Reaction yield outcomes from USPTO patents with 853,638 reactions. The reactants are [CH:1]1([CH2:7][O:8]C2C=C(C=CC=2)C(O)=O)[CH2:6][CH2:5][CH2:4][CH2:3][CH2:2]1.[NH2:18][C@@H]1[C@H]2OC[C@H](NC(C3CC3)=O)[C@H]2OC1. No catalyst specified. The product is [C:7]([NH2:18])(=[O:8])[C:1]1[CH:6]=[CH:5][CH:4]=[CH:3][CH:2]=1. The yield is 0.346.